From a dataset of Forward reaction prediction with 1.9M reactions from USPTO patents (1976-2016). Predict the product of the given reaction. (1) The product is: [Cl:1][C:2]1[CH:3]=[C:4]([C:8]2[N:9]=[C:10]([NH:17][C:18]3[CH:23]=[CH:22][C:34]([CH:35]([OH:36])[CH2:37][OH:30])=[CH:20][CH:19]=3)[C:11]3[CH2:16][CH2:15][CH2:14][C:12]=3[N:13]=2)[CH:5]=[CH:6][CH:7]=1. Given the reactants [Cl:1][C:2]1[CH:3]=[C:4]([C:8]2[N:9]=[C:10]([NH:17][C:18]3[CH:23]=[CH:22]C(C=C)=[CH:20][CH:19]=3)[C:11]3[CH2:16][CH2:15][CH2:14][C:12]=3[N:13]=2)[CH:5]=[CH:6][CH:7]=1.C[N+]1([O-])CC[O:30]CC1.[CH3:34][C:35]([CH3:37])=[O:36], predict the reaction product. (2) Given the reactants [O:1]([C:9]1[CH2:15][CH2:14][CH2:13][CH2:12][CH2:11][CH:10]=1)[Si:2]([C:5]([CH3:8])([CH3:7])[CH3:6])([CH3:4])[CH3:3].[C:16]([O:20][CH3:21])(=[O:19])[CH:17]=[CH2:18].[N-](S(C(F)(F)F)(=O)=O)S(C(F)(F)F)(=O)=O.C(=O)(O)[O-], predict the reaction product. The product is: [O:1]([C@@:9]12[C@H:17]([C:16]([O:20][CH3:21])=[O:19])[CH2:18][C@@H:15]1[CH2:14][CH2:13][CH2:12][CH2:11][CH2:10]2)[Si:2]([C:5]([CH3:8])([CH3:7])[CH3:6])([CH3:4])[CH3:3]. (3) Given the reactants [NH2:1][C:2]1[NH:7][C:6]2=[N:8][CH:9]=[C:10]([C:11]#N)[C:5]2=[C:4]([NH2:13])[N:3]=1.C(O)=[O:15], predict the reaction product. The product is: [NH2:1][C:2]1[NH:7][C:6]2=[N:8][CH:9]=[C:10]([CH:11]=[O:15])[C:5]2=[C:4]([NH2:13])[N:3]=1. (4) Given the reactants [F:1][C:2]1[CH:42]=[CH:41][C:5]([CH2:6][N:7]2[C:19](=[O:20])[C:18]3[C:17]([O:21][Si](C(C)C)(C(C)C)C(C)C)=[C:16]4[C:11]([CH:12]=[CH:13][CH:14]=[N:15]4)=[C:10]([O:32][CH3:33])[C:9]=3[C:8]2([OH:40])[C:34]2[CH:39]=[CH:38][CH:37]=[CH:36][CH:35]=2)=[CH:4][CH:3]=1.[F-].C([N+](CCCC)(CCCC)CCCC)CCC, predict the reaction product. The product is: [F:1][C:2]1[CH:3]=[CH:4][C:5]([CH2:6][N:7]2[C:19](=[O:20])[C:18]3[C:17]([OH:21])=[C:16]4[C:11]([CH:12]=[CH:13][CH:14]=[N:15]4)=[C:10]([O:32][CH3:33])[C:9]=3[C:8]2([OH:40])[C:34]2[CH:39]=[CH:38][CH:37]=[CH:36][CH:35]=2)=[CH:41][CH:42]=1. (5) Given the reactants [N:1]([CH2:4][C:5]([O:7][CH2:8][CH3:9])=[O:6])=[C:2]=[S:3].Cl.[O-:11][Mn](=O)(=O)=O.[K+].[CH:17]([N:20]=[C:21]=[O:22])([CH3:19])[CH3:18], predict the reaction product. The product is: [CH2:8]([O:7][C:5]([CH2:4][N:1]1[C:2](=[O:11])[S:3][N:20]([CH:17]([CH3:19])[CH3:18])[C:21]1=[O:22])=[O:6])[CH3:9]. (6) The product is: [CH3:11][C:4]1[C:5]([N+:8]([O-:10])=[O:9])=[CH:6][CH:7]=[C:2]([N:12]2[CH:16]=[N:15][CH:14]=[N:13]2)[N:3]=1. Given the reactants Br[C:2]1[CH:7]=[CH:6][C:5]([N+:8]([O-:10])=[O:9])=[C:4]([CH3:11])[N:3]=1.[NH:12]1[CH:16]=[N:15][CH:14]=[N:13]1.C(=O)([O-])[O-].[K+].[K+].O, predict the reaction product. (7) The product is: [Cl:27][C:25]1[CH:26]=[C:21]([C:15]2[C:14]3[N:28]([CH2:29][C@H:30]4[CH2:35][CH2:34][C@H:33]([CH3:36])[CH2:32][CH2:31]4)[C:11]([N:1]4[CH2:6][CH2:5][NH:4][C@@H:3]5[CH2:7][CH2:8][CH2:9][C@@H:2]45)=[N:12][C:13]=3[CH:18]=[C:17]([C:19]#[N:20])[N:16]=2)[CH:22]=[N:23][CH:24]=1. Given the reactants [NH:1]1[CH2:6][CH2:5][NH:4][C@@H:3]2[CH2:7][CH2:8][CH2:9][C@@H:2]12.Br[C:11]1[N:28]([CH2:29][C@H:30]2[CH2:35][CH2:34][C@H:33]([CH3:36])[CH2:32][CH2:31]2)[C:14]2[C:15]([C:21]3[CH:22]=[N:23][CH:24]=[C:25]([Cl:27])[CH:26]=3)=[N:16][C:17]([C:19]#[N:20])=[CH:18][C:13]=2[N:12]=1.[F-].[K+].CCN(C(C)C)C(C)C, predict the reaction product.